From a dataset of Full USPTO retrosynthesis dataset with 1.9M reactions from patents (1976-2016). Predict the reactants needed to synthesize the given product. (1) Given the product [N:1]([CH2:6][C:7]1[N:8]=[C:9]2[C:14](=[C:15]3[C:20]=1[CH:19]=[CH:18][CH:17]=[CH:16]3)[CH:13]=[CH:12][CH:11]=[CH:10]2)=[N+:2]=[N-:3], predict the reactants needed to synthesize it. The reactants are: [N-:1]=[N+:2]=[N-:3].[Na+].Br[CH2:6][C:7]1[N:8]=[C:9]2[C:14](=[C:15]3[C:20]=1[CH:19]=[CH:18][CH:17]=[CH:16]3)[CH:13]=[CH:12][CH:11]=[CH:10]2. (2) Given the product [CH2:16]([N:18]1[CH:22]=[C:21]([C:11]2[CH:10]=[CH:9][N:8]=[C:7]3[NH:3][C:4]([C:13]([OH:15])=[O:14])=[CH:5][C:6]=23)[C:20]([C:32]2[CH:37]=[CH:36][C:35]([N+:38]([O-:40])=[O:39])=[CH:34][CH:33]=2)=[N:19]1)[CH3:17], predict the reactants needed to synthesize it. The reactants are: C([N:3]1[C:7]2=[N:8][CH:9]=[CH:10][C:11](Br)=[C:6]2[CH:5]=[C:4]1[C:13]([OH:15])=[O:14])C.[CH2:16]([N:18]1[CH:22]=[C:21](B2OC(C)(C)C(C)(C)O2)[C:20]([C:32]2[CH:37]=[CH:36][C:35]([N+:38]([O-:40])=[O:39])=[CH:34][CH:33]=2)=[N:19]1)[CH3:17]. (3) Given the product [CH3:26][NH:27][C:52]([CH:50]1[CH2:51][CH2:54][CH2:53][N:49]1[C:6](=[O:8])[C:5]1[CH:9]=[CH:10][C:2]([Cl:1])=[CH:3][C:4]=1[NH:11][S:12]([C:15]1[CH:20]=[CH:19][C:18]([Cl:21])=[C:17]([C:22]([F:25])([F:23])[F:24])[CH:16]=1)(=[O:14])=[O:13])=[O:32], predict the reactants needed to synthesize it. The reactants are: [Cl:1][C:2]1[CH:10]=[CH:9][C:5]([C:6]([OH:8])=O)=[C:4]([NH:11][S:12]([C:15]2[CH:20]=[CH:19][C:18]([Cl:21])=[C:17]([C:22]([F:25])([F:24])[F:23])[CH:16]=2)(=[O:14])=[O:13])[CH:3]=1.[CH3:26][NH2:27].CCCP1(OP(CCC)(=O)OP(CCC)(=O)O1)=[O:32].C([N:49]([CH2:53][CH3:54])[CH:50]([CH3:52])[CH3:51])(C)C. (4) Given the product [Br:13][C:14]1[C:19]([F:20])=[CH:18][C:17]([S:21]([NH:1][C:2]2[S:3][CH:4]=[C:5]([CH2:7][C:8]([O:10][CH2:11][CH3:12])=[O:9])[N:6]=2)(=[O:22])=[O:23])=[C:16]([F:25])[CH:15]=1, predict the reactants needed to synthesize it. The reactants are: [NH2:1][C:2]1[S:3][CH:4]=[C:5]([CH2:7][C:8]([O:10][CH2:11][CH3:12])=[O:9])[N:6]=1.[Br:13][C:14]1[C:19]([F:20])=[CH:18][C:17]([S:21](Cl)(=[O:23])=[O:22])=[C:16]([F:25])[CH:15]=1. (5) Given the product [F:14][C:15]([F:25])([F:26])[O:16][C:17]1[CH:18]=[CH:19][C:20]([NH:23]/[N:24]=[CH:1]/[C:3]2[CH:12]=[CH:11][C:6]([C:7]([O:9][CH3:10])=[O:8])=[CH:5][CH:4]=2)=[CH:21][CH:22]=1, predict the reactants needed to synthesize it. The reactants are: [CH:1]([C:3]1[CH:12]=[CH:11][C:6]([C:7]([O:9][CH3:10])=[O:8])=[CH:5][CH:4]=1)=O.Cl.[F:14][C:15]([F:26])([F:25])[O:16][C:17]1[CH:22]=[CH:21][C:20]([NH:23][NH2:24])=[CH:19][CH:18]=1.